Task: Predict the reactants needed to synthesize the given product.. Dataset: Full USPTO retrosynthesis dataset with 1.9M reactions from patents (1976-2016) (1) The reactants are: [Br:1][C:2]1[CH:10]=[C:9]([NH2:11])[C:8]([O:12][CH3:13])=[C:7]2[C:3]=1[C:4]1[CH:17]=[C:16]([CH3:18])[CH:15]=[N:14][C:5]=1[NH:6]2.[CH3:19][C:20]([O:23][C:24](O[C:24]([O:23][C:20]([CH3:22])([CH3:21])[CH3:19])=[O:25])=[O:25])([CH3:22])[CH3:21]. Given the product [Br:1][C:2]1[CH:10]=[C:9]([NH:11][C:24]([O:23][C:20]([CH3:22])([CH3:21])[CH3:19])=[O:25])[C:8]([O:12][CH3:13])=[C:7]2[C:3]=1[C:4]1[CH:17]=[C:16]([CH3:18])[CH:15]=[N:14][C:5]=1[N:6]2[C:24]([O:23][C:20]([CH3:22])([CH3:21])[CH3:19])=[O:25], predict the reactants needed to synthesize it. (2) Given the product [CH3:16][C:11]1[CH:12]=[CH:13][CH:14]=[CH:15][C:10]=1[C:9]1[C:5]2[CH:4]=[C:3]([CH2:2][O:19][C:20]3[N:25]=[CH:24][C:23]([C@@H:26]([C:33]#[C:34][CH3:35])[CH2:27][C:28]([O:30][CH2:31][CH3:32])=[O:29])=[CH:22][CH:21]=3)[CH:18]=[CH:17][C:6]=2[S:7][CH:8]=1, predict the reactants needed to synthesize it. The reactants are: Br[CH2:2][C:3]1[CH:18]=[CH:17][C:6]2[S:7][CH:8]=[C:9]([C:10]3[CH:15]=[CH:14][CH:13]=[CH:12][C:11]=3[CH3:16])[C:5]=2[CH:4]=1.[OH:19][C:20]1[N:25]=[CH:24][C:23]([C@@H:26]([C:33]#[C:34][CH3:35])[CH2:27][C:28]([O:30][CH2:31][CH3:32])=[O:29])=[CH:22][CH:21]=1.O. (3) Given the product [CH3:1][C:2]1[N:7]=[C:6]([NH:8][S:9]([N:12]2[CH2:16][CH2:15][CH:20]([C:23]3[CH:28]=[CH:27][N:26]=[CH:25][CH:24]=3)[CH2:13]2)(=[O:11])=[O:10])[CH:5]=[CH:4][CH:3]=1, predict the reactants needed to synthesize it. The reactants are: [CH3:1][C:2]1[N:7]=[C:6]([NH:8][S:9]([N:12]2[CH2:16][CH2:15]O[C:13]2=O)(=[O:11])=[O:10])[CH:5]=[CH:4][CH:3]=1.N1CC[CH:20]([C:23]2[CH:28]=[CH:27][N:26]=[CH:25][CH:24]=2)C1.C(N(C(C)C)CC)(C)C. (4) Given the product [Cl:1][C:2]1[C:10]2[N:9]=[C:8]3[N:11]([C:15]4[CH:20]=[CH:19][C:18]([O:21][CH3:22])=[CH:17][C:16]=4[Cl:23])[CH2:12][CH2:13][CH2:14][N:7]3[C:6]=2[C:5]([C:24]([CH:37]2[CH2:38][CH2:39]2)([CH:28]2[CH2:30][CH2:29]2)[OH:25])=[CH:4][CH:3]=1, predict the reactants needed to synthesize it. The reactants are: [Cl:1][C:2]1[CH:3]=[CH:4][C:5]([C:24](OC)=[O:25])=[C:6]2[C:10]=1[N:9]=[C:8]1[N:11]([C:15]3[CH:20]=[CH:19][C:18]([O:21][CH3:22])=[CH:17][C:16]=3[Cl:23])[CH2:12][CH2:13][CH2:14][N:7]21.[CH:28]1([Mg]Br)[CH2:30][CH2:29]1.[Cl-].[NH4+].O1[CH2:39][CH2:38][CH2:37]C1. (5) Given the product [CH3:33][O:32][C:30](=[O:31])[CH2:29][N:12]1[CH2:11][C:10]2[N:6]([C:7]([CH:14]3[CH2:15][CH2:16][N:17]([C:20]4[CH:25]=[CH:24][CH:23]=[CH:22][N:21]=4)[CH2:18][CH2:19]3)=[N:8][N:9]=2)[C:5]2[CH:26]=[CH:27][C:2]([Cl:1])=[CH:3][C:4]=2[CH2:13]1, predict the reactants needed to synthesize it. The reactants are: [Cl:1][C:2]1[CH:27]=[CH:26][C:5]2[N:6]3[C:10]([CH2:11][NH:12][CH2:13][C:4]=2[CH:3]=1)=[N:9][N:8]=[C:7]3[CH:14]1[CH2:19][CH2:18][N:17]([C:20]2[CH:25]=[CH:24][CH:23]=[CH:22][N:21]=2)[CH2:16][CH2:15]1.Br[CH2:29][C:30]([O:32][CH3:33])=[O:31].C(=O)([O-])[O-].[K+].[K+]. (6) Given the product [CH3:20][O:19][C:16]1[CH:15]=[CH:14][C:13]([S:12][C:5]([CH3:11])([CH:6]=[CH:7][CH:8]([CH3:9])[CH3:10])[C:4]([OH:21])=[O:3])=[CH:18][CH:17]=1, predict the reactants needed to synthesize it. The reactants are: C([O:3][C:4](=[O:21])[C:5]([S:12][C:13]1[CH:18]=[CH:17][C:16]([O:19][CH3:20])=[CH:15][CH:14]=1)([CH3:11])[CH2:6][CH:7]=[C:8]([CH3:10])[CH3:9])C. (7) Given the product [CH2:2]([O:4][P:5]([CH:15]1[C:14]([CH3:19])([CH3:20])[CH2:13][N:12]([CH3:21])[C:11](=[O:10])[N:16]1[CH3:17])(=[O:9])[O:6][CH2:7][CH3:8])[CH3:3], predict the reactants needed to synthesize it. The reactants are: [P+3].[CH2:2]([O:4][P:5]([O-:9])[O:6][CH2:7][CH3:8])[CH3:3].[O:10]=[C:11]1[N:16]([CH3:17])[CH:15](O)[C:14]([CH3:20])([CH3:19])[CH2:13][N:12]1[CH3:21]. (8) Given the product [CH3:31][C:27]1[CH:28]=[CH:29][CH:30]=[C:2]([CH3:1])[C:3]=1[CH2:4][NH:5][C:6]1[CH:7]=[C:8]2[C:13](=[CH:14][CH:15]=1)[N:12]=[C:11]([N:16]1[CH:20]=[C:19]([C:21]([OH:23])=[O:22])[CH:18]=[N:17]1)[N:10]=[C:9]2[N:34]([CH2:35][CH3:36])[CH2:32][CH3:33], predict the reactants needed to synthesize it. The reactants are: [CH3:1][C:2]1[CH:30]=[CH:29][CH:28]=[C:27]([CH3:31])[C:3]=1[CH2:4][NH:5][C:6]1[CH:7]=[C:8]2[C:13](=[CH:14][CH:15]=1)[N:12]=[C:11]([N:16]1[CH:20]=[C:19]([C:21]([O:23]CC)=[O:22])[CH:18]=[N:17]1)[NH:10][C:9]2=O.[CH2:32]([NH:34][CH2:35][CH3:36])[CH3:33].